From a dataset of Full USPTO retrosynthesis dataset with 1.9M reactions from patents (1976-2016). Predict the reactants needed to synthesize the given product. (1) Given the product [NH:1]1[C:5]2[CH:6]=[CH:7][C:8]([N:10]3[CH:20]([C:17]4[CH:18]=[CH:19][C:12]5=[N:11][O:15][N:14]=[C:13]5[CH:16]=4)[C:27]([C:28](=[O:32])[CH2:29][CH2:30][CH3:31])=[C:26]([OH:33])[C:25]3=[O:24])=[CH:9][C:4]=2[N:3]=[CH:2]1, predict the reactants needed to synthesize it. The reactants are: [NH:1]1[C:5]2[CH:6]=[CH:7][C:8]([NH2:10])=[CH:9][C:4]=2[N:3]=[CH:2]1.[N:11]1[O:15][N:14]=[C:13]2[CH:16]=[C:17]([CH:20]=O)[CH:18]=[CH:19][C:12]=12.C([O:24][C:25](=O)[C:26](=[O:33])[CH2:27][C:28](=[O:32])[CH2:29][CH2:30][CH3:31])C. (2) Given the product [CH2:13]=[CH:12][C:7]1[CH:6]=[CH:11][CH:10]=[CH:9][CH:8]=1.[C:1]([O:5][CH2:6][CH:7]([CH2:12][CH3:13])[CH2:8][CH2:9][CH2:10][CH3:11])(=[O:4])[CH:2]=[CH2:3], predict the reactants needed to synthesize it. The reactants are: [C:1]([O:5][CH2:6][CH:7]([CH2:12][CH3:13])[CH2:8][CH2:9][CH2:10][CH3:11])(=[O:4])[CH:2]=[CH2:3].Cl.Cl.N(C(C)(C)C(N)=N)=NC(C)(C)C(N)=N.C=CC1C=CC=CC=1.C(OCCCC)(=O)C=C.C(OCCN(CC)CC)(=O)C=C.C(S)CCCCCCCCCCC. (3) The reactants are: Br[CH2:2][C:3]1[CH:12]=[CH:11][C:6]([C:7]([O:9][CH3:10])=[O:8])=[CH:5][C:4]=1[N+:13]([O-:15])=[O:14].Cl.[NH2:17][CH2:18][C:19]([O:21][CH3:22])=[O:20].CCN(C(C)C)C(C)C. Given the product [CH3:22][O:21][C:19](=[O:20])[CH2:18][NH:17][CH2:2][C:3]1[CH:12]=[CH:11][C:6]([C:7]([O:9][CH3:10])=[O:8])=[CH:5][C:4]=1[N+:13]([O-:15])=[O:14], predict the reactants needed to synthesize it. (4) Given the product [Br:1][C:2]1[CH:10]=[CH:9][CH:8]=[C:7]2[C:3]=1[CH:4]=[CH:5][N:6]2[S:19]([C:13]1[CH:18]=[CH:17][CH:16]=[CH:15][CH:14]=1)(=[O:21])=[O:20], predict the reactants needed to synthesize it. The reactants are: [Br:1][C:2]1[CH:10]=[CH:9][CH:8]=[C:7]2[C:3]=1[CH:4]=[CH:5][NH:6]2.[H-].[Na+].[C:13]1([S:19](Cl)(=[O:21])=[O:20])[CH:18]=[CH:17][CH:16]=[CH:15][CH:14]=1. (5) Given the product [CH3:1][C:2]1[CH:3]=[C:4]([NH:11][C:12]([N:38]2[CH2:37][CH2:36][N:35]([C:27]3[N:26]=[C:25]([NH:24][CH2:21][CH2:22][CH3:23])[N:30]=[C:29]([NH:31][CH2:32][CH2:33][CH3:34])[N:28]=3)[CH2:40][CH2:39]2)=[O:14])[C:5]([O:9][CH3:10])=[N:6][C:7]=1[CH3:8], predict the reactants needed to synthesize it. The reactants are: [CH3:1][C:2]1[CH:3]=[C:4]([N:11](C2C=CC=CC=2)[C:12](=[O:14])[O-])[C:5]([O:9][CH3:10])=[N:6][C:7]=1[CH3:8].[CH2:21]([NH:24][C:25]1[N:30]=[C:29]([NH:31][CH2:32][CH2:33][CH3:34])[N:28]=[C:27]([N:35]2[CH2:40][CH2:39][NH:38][CH2:37][CH2:36]2)[N:26]=1)[CH2:22][CH3:23].C1CCN2C(=NCCC2)CC1.C(OCC)(=O)C. (6) Given the product [O:12]1[C:11]2([CH2:16][CH2:17][CH:8]([O:7][C:6]3[CH:18]=[C:2]([F:1])[CH:3]=[CH:4][C:5]=3[NH2:19])[CH2:9][CH2:10]2)[O:15][CH2:14][CH2:13]1, predict the reactants needed to synthesize it. The reactants are: [F:1][C:2]1[CH:3]=[CH:4][C:5]([N+:19]([O-])=O)=[C:6]([CH:18]=1)[O:7][CH:8]1[CH2:17][CH2:16][C:11]2([O:15][CH2:14][CH2:13][O:12]2)[CH2:10][CH2:9]1.C([O-])=O.[NH4+]. (7) Given the product [Cl:12][C:7]1[CH:6]=[C:5](/[CH:8]=[CH:9]/[CH:10]=[O:11])[CH:4]=[CH:3][C:2]=1[Cl:1], predict the reactants needed to synthesize it. The reactants are: [Cl:1][C:2]1[CH:7]=[CH:6][C:5](/[CH:8]=[CH:9]/[CH:10]=[O:11])=[CH:4][CH:3]=1.[Cl:12]C1C=CC(I)=CC=1Cl. (8) Given the product [C:1]([C:3]1[CH:4]=[CH:5][C:6]([NH:9][C:10]2[CH:15]=[CH:14][C:13]([C:16]([F:17])([F:18])[F:19])=[CH:12][C:11]=2[NH:20][S:21]([C:24]2[CH:33]=[CH:32][CH:31]=[CH:30][C:25]=2[C:26]([OH:28])=[O:27])(=[O:22])=[O:23])=[CH:7][CH:8]=1)#[N:2], predict the reactants needed to synthesize it. The reactants are: [C:1]([C:3]1[CH:8]=[CH:7][C:6]([NH:9][C:10]2[CH:15]=[CH:14][C:13]([C:16]([F:19])([F:18])[F:17])=[CH:12][C:11]=2[NH:20][S:21]([C:24]2[CH:33]=[CH:32][CH:31]=[CH:30][C:25]=2[C:26]([O:28]C)=[O:27])(=[O:23])=[O:22])=[CH:5][CH:4]=1)#[N:2].[OH-].[Na+].Cl.